Predict the product of the given reaction. From a dataset of Forward reaction prediction with 1.9M reactions from USPTO patents (1976-2016). (1) Given the reactants [F:1][CH:2]([CH2:6][CH2:7][CH2:8][CH2:9][CH2:10][CH2:11][NH:12][C:13]([NH:15][C:16]12[CH2:25][CH:20]3[CH2:21][CH:22]([CH2:24][CH:18]([CH2:19]3)[CH2:17]1)[CH2:23]2)=[O:14])[C:3]([O-:5])=[O:4].[Li+].[OH-], predict the reaction product. The product is: [F:1][CH:2]([CH2:6][CH2:7][CH2:8][CH2:9][CH2:10][CH2:11][NH:12][C:13]([NH:15][C:16]12[CH2:17][CH:18]3[CH2:19][CH:20]([CH2:21][CH:22]([CH2:24]3)[CH2:23]1)[CH2:25]2)=[O:14])[C:3]([OH:5])=[O:4]. (2) Given the reactants [CH2:1]([O:8][C:9](=[O:15])[C:10]([CH3:14])([CH3:13])[CH:11]=O)[C:2]1[CH:7]=[CH:6][CH:5]=[CH:4][CH:3]=1.[NH:16]1[CH2:21][CH2:20][CH2:19][CH2:18][CH2:17]1.C(O[BH-](OC(=O)C)OC(=O)C)(=O)C.[Na+], predict the reaction product. The product is: [CH2:1]([O:8][C:9](=[O:15])[C:10]([CH3:14])([CH3:13])[CH2:11][N:16]1[CH2:21][CH2:20][CH2:19][CH2:18][CH2:17]1)[C:2]1[CH:7]=[CH:6][CH:5]=[CH:4][CH:3]=1. (3) Given the reactants [Br:1][C:2]1[C:3](=[O:17])[NH:4][C:5](=[O:16])[N:6]([CH2:8][CH2:9][C:10]2[CH:15]=[CH:14][CH:13]=[CH:12][CH:11]=2)[N:7]=1.[F:18]C1C=C(CCI)C=CC=1.C(I)CC1C=CC=CC=1, predict the reaction product. The product is: [Br:1][C:2]1[C:3](=[O:17])[NH:4][C:5](=[O:16])[N:6]([CH2:8][CH2:9][C:10]2[CH:15]=[CH:14][CH:13]=[CH:12][C:11]=2[F:18])[N:7]=1. (4) Given the reactants [F:1][C:2]1[CH:41]=[CH:40][C:5]([CH2:6][C@@H:7]2[CH2:12][CH2:11][CH2:10][N:9]([CH:13]3[CH:20]4[CH:16]([CH2:17][N:18](C(C5C=CC=CC=5)(C5C=CC=CC=5)C5C=CC=CC=5)[CH2:19]4)[CH2:15][CH2:14]3)[CH2:8]2)=[CH:4][CH:3]=1.O, predict the reaction product. The product is: [F:1][C:2]1[CH:3]=[CH:4][C:5]([CH2:6][C@@H:7]2[CH2:12][CH2:11][CH2:10][N:9]([CH:13]3[CH:20]4[CH:16]([CH2:17][NH:18][CH2:19]4)[CH2:15][CH2:14]3)[CH2:8]2)=[CH:40][CH:41]=1.